The task is: Predict the reactants needed to synthesize the given product.. This data is from Retrosynthesis with 50K atom-mapped reactions and 10 reaction types from USPTO. (1) Given the product CCOCc1nc2c(N)nc3ccccc3c2n1CC1CC(C)=NO1, predict the reactants needed to synthesize it. The reactants are: CCOCc1nc2c(Cl)nc3ccccc3c2n1CC1CC(C)=NO1.N. (2) Given the product OC1CCCN(Cc2ccccc2)C1, predict the reactants needed to synthesize it. The reactants are: ClCc1ccccc1.OC1CCCNC1.